Regression. Given two drug SMILES strings and cell line genomic features, predict the synergy score measuring deviation from expected non-interaction effect. From a dataset of NCI-60 drug combinations with 297,098 pairs across 59 cell lines. (1) Drug 1: CC=C1C(=O)NC(C(=O)OC2CC(=O)NC(C(=O)NC(CSSCCC=C2)C(=O)N1)C(C)C)C(C)C. Drug 2: CC12CCC3C(C1CCC2OP(=O)(O)O)CCC4=C3C=CC(=C4)OC(=O)N(CCCl)CCCl.[Na+]. Cell line: PC-3. Synergy scores: CSS=12.9, Synergy_ZIP=-1.66, Synergy_Bliss=-3.16, Synergy_Loewe=-24.8, Synergy_HSA=-5.75. (2) Cell line: SK-MEL-5. Drug 1: C1=CC(=CC=C1C#N)C(C2=CC=C(C=C2)C#N)N3C=NC=N3. Drug 2: CCC(=C(C1=CC=CC=C1)C2=CC=C(C=C2)OCCN(C)C)C3=CC=CC=C3.C(C(=O)O)C(CC(=O)O)(C(=O)O)O. Synergy scores: CSS=0.158, Synergy_ZIP=4.09, Synergy_Bliss=-3.93, Synergy_Loewe=-1.26, Synergy_HSA=-5.63. (3) Drug 1: CC1C(C(CC(O1)OC2CC(CC3=C2C(=C4C(=C3O)C(=O)C5=C(C4=O)C(=CC=C5)OC)O)(C(=O)CO)O)N)O.Cl. Synergy scores: CSS=60.0, Synergy_ZIP=-0.340, Synergy_Bliss=0.785, Synergy_Loewe=-3.48, Synergy_HSA=1.95. Cell line: OVCAR-8. Drug 2: COC1=CC(=CC(=C1O)OC)C2C3C(COC3=O)C(C4=CC5=C(C=C24)OCO5)OC6C(C(C7C(O6)COC(O7)C8=CC=CS8)O)O. (4) Drug 2: CCC1(C2=C(COC1=O)C(=O)N3CC4=CC5=C(C=CC(=C5CN(C)C)O)N=C4C3=C2)O.Cl. Drug 1: C1CN(CCN1C(=O)CCBr)C(=O)CCBr. Synergy scores: CSS=39.3, Synergy_ZIP=-11.4, Synergy_Bliss=-6.27, Synergy_Loewe=-5.77, Synergy_HSA=-4.36. Cell line: NCIH23. (5) Drug 1: CC1CCC2CC(C(=CC=CC=CC(CC(C(=O)C(C(C(=CC(C(=O)CC(OC(=O)C3CCCCN3C(=O)C(=O)C1(O2)O)C(C)CC4CCC(C(C4)OC)OP(=O)(C)C)C)C)O)OC)C)C)C)OC. Drug 2: CC(C)(C#N)C1=CC=C(C=C1)N2C3=C4C=C(C=CC4=NC=C3N(C2=O)C)C5=CC6=CC=CC=C6N=C5. Cell line: UACC62. Synergy scores: CSS=73.2, Synergy_ZIP=18.8, Synergy_Bliss=18.5, Synergy_Loewe=23.4, Synergy_HSA=24.6. (6) Drug 1: C1=C(C(=O)NC(=O)N1)N(CCCl)CCCl. Drug 2: C1C(C(OC1N2C=NC3=C(N=C(N=C32)Cl)N)CO)O. Cell line: MOLT-4. Synergy scores: CSS=76.4, Synergy_ZIP=-3.88, Synergy_Bliss=-5.51, Synergy_Loewe=-5.17, Synergy_HSA=-2.28. (7) Drug 1: C1=NC(=NC(=O)N1C2C(C(C(O2)CO)O)O)N. Drug 2: CC1C(C(CC(O1)OC2CC(OC(C2O)C)OC3=CC4=CC5=C(C(=O)C(C(C5)C(C(=O)C(C(C)O)O)OC)OC6CC(C(C(O6)C)O)OC7CC(C(C(O7)C)O)OC8CC(C(C(O8)C)O)(C)O)C(=C4C(=C3C)O)O)O)O. Cell line: A549. Synergy scores: CSS=51.6, Synergy_ZIP=-3.40, Synergy_Bliss=-0.667, Synergy_Loewe=-11.2, Synergy_HSA=-0.377. (8) Drug 1: CN(C(=O)NC(C=O)C(C(C(CO)O)O)O)N=O. Drug 2: C(CCl)NC(=O)N(CCCl)N=O. Cell line: LOX IMVI. Synergy scores: CSS=61.9, Synergy_ZIP=-5.35, Synergy_Bliss=-5.99, Synergy_Loewe=-10.1, Synergy_HSA=-1.95. (9) Drug 1: C1=CC(=CC=C1CCCC(=O)O)N(CCCl)CCCl. Drug 2: CCCCCOC(=O)NC1=NC(=O)N(C=C1F)C2C(C(C(O2)C)O)O. Cell line: M14. Synergy scores: CSS=-4.08, Synergy_ZIP=-7.02, Synergy_Bliss=-7.61, Synergy_Loewe=-14.2, Synergy_HSA=-8.98.